From a dataset of Forward reaction prediction with 1.9M reactions from USPTO patents (1976-2016). Predict the product of the given reaction. (1) The product is: [CH3:23][S:22][CH2:21][CH2:20][O:18][C:17]1[C:12]2[N:11]=[N:10][N:9]([C:7]3[CH:6]=[CH:5][N:4]=[C:3]([S:2][CH3:1])[N:8]=3)[C:13]=2[CH:14]=[CH:15][CH:16]=1. Given the reactants [CH3:1][S:2][C:3]1[N:8]=[C:7]([N:9]2[C:13]3[CH:14]=[CH:15][CH:16]=[C:17]([OH:18])[C:12]=3[N:11]=[N:10]2)[CH:6]=[CH:5][N:4]=1.Cl[CH2:20][CH2:21][S:22][CH3:23].C(=O)([O-])[O-].[K+].[K+], predict the reaction product. (2) Given the reactants [H-].[Na+].[CH2:3]([OH:6])[C:4]#[CH:5].[CH:7]([C:9]1[CH:16]=[CH:15][C:12]([CH2:13]Cl)=[CH:11][CH:10]=1)=[CH2:8], predict the reaction product. The product is: [CH2:3]([O:6][CH2:13][C:12]1[CH:15]=[CH:16][C:9]([CH:7]=[CH2:8])=[CH:10][CH:11]=1)[C:4]#[CH:5]. (3) Given the reactants [N:1]([CH:4]([C:6]1[N:7]=[C:8]2[S:16][CH:15]=[C:14]([CH3:17])[N:9]2[C:10](=[O:13])[C:11]=1Br)[CH3:5])=[N+:2]=[N-:3].C([Sn](CCCC)(CCCC)[C:23]1[N:24]=[CH:25][S:26][CH:27]=1)CCC, predict the reaction product. The product is: [N:1]([CH:4]([C:6]1[N:7]=[C:8]2[S:16][CH:15]=[C:14]([CH3:17])[N:9]2[C:10](=[O:13])[C:11]=1[C:23]1[N:24]=[CH:25][S:26][CH:27]=1)[CH3:5])=[N+:2]=[N-:3].